Dataset: Reaction yield outcomes from USPTO patents with 853,638 reactions. Task: Predict the reaction yield, written as a fraction of the theoretical maximum amount of product (1.0 means a 100% yield; for example, 0.34 means a 34% yield). The reactants are [OH:1][C:2]1[CH:11]=[C:10]2[C:5]([CH2:6][C@@H:7]([C:12]([OH:14])=[O:13])[NH:8][CH2:9]2)=[CH:4][CH:3]=1.[ClH:15].[CH3:16]O. No catalyst specified. The product is [ClH:15].[CH3:16][O:13][C:12]([C@@H:7]1[CH2:6][C:5]2[C:10](=[CH:11][C:2]([OH:1])=[CH:3][CH:4]=2)[CH2:9][NH:8]1)=[O:14]. The yield is 1.00.